This data is from Full USPTO retrosynthesis dataset with 1.9M reactions from patents (1976-2016). The task is: Predict the reactants needed to synthesize the given product. (1) The reactants are: [CH3:1][C:2]([C:21]1[N:25]([CH3:26])[C:24]([C:27]2[CH:32]=[CH:31][CH:30]=[CH:29][C:28]=2[C:33]([F:36])([F:35])[F:34])=[N:23][N:22]=1)([O:4][C:5]1[CH:10]=[CH:9][C:8]([C:11]2[O:15][N:14]=[C:13]([C:16]([O:18]CC)=[O:17])[N:12]=2)=[CH:7][CH:6]=1)[CH3:3].[OH-].[Na+].O.Cl. Given the product [CH3:3][C:2]([C:21]1[N:25]([CH3:26])[C:24]([C:27]2[CH:32]=[CH:31][CH:30]=[CH:29][C:28]=2[C:33]([F:36])([F:35])[F:34])=[N:23][N:22]=1)([O:4][C:5]1[CH:10]=[CH:9][C:8]([C:11]2[O:15][N:14]=[C:13]([C:16]([OH:18])=[O:17])[N:12]=2)=[CH:7][CH:6]=1)[CH3:1], predict the reactants needed to synthesize it. (2) The reactants are: C([O:4][C:5]1[CH:20]=[CH:19][C:8]([CH:9]=[CH:10][C:11]2[CH:16]=[C:15]([OH:17])[CH:14]=[C:13]([F:18])[CH:12]=2)=[CH:7][CH:6]=1)(=O)C.Cl. Given the product [F:18][C:13]1[CH:12]=[C:11]([CH:10]=[CH:9][C:8]2[CH:19]=[CH:20][C:5]([OH:4])=[CH:6][CH:7]=2)[CH:16]=[C:15]([OH:17])[CH:14]=1, predict the reactants needed to synthesize it. (3) Given the product [Br-:12].[C:21]([CH2:20][C:17]1[CH:18]=[CH:19][C:14]([CH2:13][N+:6]2[C:5]3[CH:10]=[CH:11][C:2]([F:1])=[CH:3][C:4]=3[O:8][C:7]=2[CH3:9])=[CH:15][CH:16]=1)([OH:23])=[O:22], predict the reactants needed to synthesize it. The reactants are: [F:1][C:2]1[CH:11]=[CH:10][C:5]2[N:6]=[C:7]([CH3:9])[O:8][C:4]=2[CH:3]=1.[Br:12][CH2:13][C:14]1[CH:19]=[CH:18][C:17]([CH2:20][C:21]([OH:23])=[O:22])=[CH:16][CH:15]=1. (4) Given the product [Cl:1][C:2]1[CH:10]=[CH:9][C:5]([C:6]([NH:45][C:37]2[CH:36]=[N:35][C:44]3[C:39]([CH:38]=2)=[CH:40][CH:41]=[CH:42][CH:43]=3)=[O:8])=[CH:4][N:3]=1, predict the reactants needed to synthesize it. The reactants are: [Cl:1][C:2]1[CH:10]=[CH:9][C:5]([C:6]([OH:8])=O)=[CH:4][N:3]=1.F[P-](F)(F)(F)(F)F.N1(OC(N(C)C)=[N+](C)C)C2C=CC=CC=2N=N1.[N:35]1[C:44]2[C:39](=[CH:40][CH:41]=[CH:42][CH:43]=2)[CH:38]=[C:37]([NH2:45])[CH:36]=1.C(N(CC)C(C)C)(C)C. (5) Given the product [F:24][C:18]1[CH:19]=[CH:20][CH:21]=[C:22]([F:23])[C:17]=1[NH:16][C:14]([C@H:6]1[N:5]([C:3](=[O:4])[C@@H:2]([NH:1][C:40](=[O:41])[C@@H:39]([N:38]([CH2:44][CH2:45][S:46]([CH3:49])(=[O:48])=[O:47])[C:36](=[O:37])[O:35][CH2:28][C:29]2[CH:34]=[CH:33][CH:32]=[CH:31][CH:30]=2)[CH3:43])[CH:25]([CH3:27])[CH3:26])[C:9]2=[N:10][CH:11]=[CH:12][CH:13]=[C:8]2[CH2:7]1)=[O:15], predict the reactants needed to synthesize it. The reactants are: [NH2:1][C@@H:2]([CH:25]([CH3:27])[CH3:26])[C:3]([N:5]1[C:9]2=[N:10][CH:11]=[CH:12][CH:13]=[C:8]2[CH2:7][C@H:6]1[C:14]([NH:16][C:17]1[C:22]([F:23])=[CH:21][CH:20]=[CH:19][C:18]=1[F:24])=[O:15])=[O:4].[CH2:28]([O:35][C:36]([N:38]([CH2:44][CH2:45][S:46]([CH3:49])(=[O:48])=[O:47])[C@@H:39]([CH3:43])[C:40](O)=[O:41])=[O:37])[C:29]1[CH:34]=[CH:33][CH:32]=[CH:31][CH:30]=1.CN(C(ON1N=NC2C=CC=NC1=2)=[N+](C)C)C.F[P-](F)(F)(F)(F)F.C(N(C(C)C)CC)(C)C. (6) Given the product [F:19][CH2:18][CH2:17][N:13]1[C:12](=[O:15])[CH:11]=[CH:10][C:9]([C:6]2[CH:7]=[CH:8][C:3]([O:2][CH3:1])=[CH:4][CH:5]=2)=[N:14]1, predict the reactants needed to synthesize it. The reactants are: [CH3:1][O:2][C:3]1[CH:8]=[CH:7][C:6]([C:9]2[CH:10]=[CH:11][C:12](=[O:15])[NH:13][N:14]=2)=[CH:5][CH:4]=1.Br[CH2:17][CH2:18][F:19].[Na+].[I-].C(=O)([O-])[O-].[Cs+].[Cs+]. (7) Given the product [F:12][C:11]1[CH:10]=[C:9]2[C:4]([CH2:5][CH2:6][C:7]3[N:8]2[C:13]([CH3:16])=[N:14][N:15]=3)=[CH:3][C:2]=1[B:20]1[O:21][C:22]([CH3:24])([CH3:23])[C:18]([CH3:34])([CH3:17])[O:19]1, predict the reactants needed to synthesize it. The reactants are: Br[C:2]1[CH:3]=[C:4]2[C:9](=[CH:10][C:11]=1[F:12])[N:8]1[C:13]([CH3:16])=[N:14][N:15]=[C:7]1[CH2:6][CH2:5]2.[CH3:17][C:18]1([CH3:34])[C:22]([CH3:24])([CH3:23])[O:21][B:20]([B:20]2[O:21][C:22]([CH3:24])([CH3:23])[C:18]([CH3:34])([CH3:17])[O:19]2)[O:19]1.C([O-])(=O)C.[K+].